The task is: Predict the product of the given reaction.. This data is from Forward reaction prediction with 1.9M reactions from USPTO patents (1976-2016). (1) Given the reactants C([N:8]1[CH2:12][CH2:11][CH:10]([NH:13][C:14]2[CH:19]=[C:18]([CH3:20])[CH:17]=[C:16]([CH3:21])[N:15]=2)[CH2:9]1)C1C=CC=CC=1, predict the reaction product. The product is: [CH3:20][C:18]1[CH:17]=[C:16]([CH3:21])[N:15]=[C:14]([NH:13][CH:10]2[CH2:11][CH2:12][NH:8][CH2:9]2)[CH:19]=1. (2) The product is: [CH3:6][C:7]1[C:15]([N+:16]([O-:18])=[O:17])=[CH:14][CH:13]=[CH:12][C:8]=1[C:9]([O:5][CH3:4])=[O:10]. Given the reactants CN([CH:4]=[O:5])C.[CH3:6][C:7]1[C:15]([N+:16]([O-:18])=[O:17])=[CH:14][CH:13]=[CH:12][C:8]=1[C:9](O)=[O:10].IC, predict the reaction product. (3) The product is: [F:1][C:2]([F:7])([F:6])[C:3]([OH:5])=[O:4].[F:1][C:2]([F:7])([F:6])[C:3]([OH:5])=[O:4].[Cl:31][C:22]1[CH:23]=[N:24][C:25]2[NH:26][C:27]3[CH:28]=[C:9]([C:36]4[CH:37]=[CH:38][N:33]=[CH:34][CH:35]=4)[CH:10]=[C:11]([CH:29]=3)[CH2:12][CH2:13][O:14][C:15]3[CH:32]=[C:19]([NH:20][C:21]=1[N:30]=2)[CH:18]=[CH:17][CH:16]=3. Given the reactants [F:1][C:2]([F:7])([F:6])[C:3]([OH:5])=[O:4].Br[C:9]1[CH:10]=[C:11]2[CH:29]=[C:27]([CH:28]=1)[NH:26][C:25]1=[N:30][C:21](=[C:22]([Cl:31])[CH:23]=[N:24]1)[NH:20][C:19]1=[CH:32][C:15](=[CH:16][CH:17]=[CH:18]1)[O:14][CH2:13][CH2:12]2.[N:33]1[CH:38]=[CH:37][C:36](B(O)O)=[CH:35][CH:34]=1.C(=O)([O-])[O-].[Na+].[Na+], predict the reaction product. (4) The product is: [F:12][C@H:13]1[C@@H:18]([S:19]([CH3:20])=[O:9])[CH2:17][CH2:16][N:15]([C:21]2[N:26]=[C:25]([NH:27][C:28]3[N:33]=[CH:32][C:31]4[N:34]=[C:35]([CH2:40][O:41][CH:42]5[CH2:47][CH2:46][CH2:45][CH2:44][O:43]5)[N:36]([CH:37]([CH3:39])[CH3:38])[C:30]=4[CH:29]=3)[CH:24]=[CH:23][N:22]=2)[CH2:14]1. Given the reactants ClC1C=CC=C(C(OO)=[O:9])C=1.[F:12][C@H:13]1[C@@H:18]([S:19][CH3:20])[CH2:17][CH2:16][N:15]([C:21]2[N:26]=[C:25]([NH:27][C:28]3[N:33]=[CH:32][C:31]4[N:34]=[C:35]([CH2:40][O:41][CH:42]5[CH2:47][CH2:46][CH2:45][CH2:44][O:43]5)[N:36]([CH:37]([CH3:39])[CH3:38])[C:30]=4[CH:29]=3)[CH:24]=[CH:23][N:22]=2)[CH2:14]1, predict the reaction product. (5) Given the reactants Br[C:2]1([CH:9]=[CH:8][CH:7]=[CH:6][CH2:5]1)[CH:3]=[CH2:4].[Li]C(C)(C)C.[I:15][C:16]1[C:24]2[C:19](=[CH:20][C:21](I)=[CH:22][CH:23]=2)[N:18]([CH2:26][O:27][CH2:28][CH2:29][Si:30]([CH3:33])([CH3:32])[CH3:31])[N:17]=1, predict the reaction product. The product is: [I:15][C:16]1[C:24]2[C:19](=[CH:20][C:21]([C:3]([C:2]3[CH:9]=[CH:8][CH:7]=[CH:6][CH:5]=3)=[CH2:4])=[CH:22][CH:23]=2)[N:18]([CH2:26][O:27][CH2:28][CH2:29][Si:30]([CH3:33])([CH3:32])[CH3:31])[N:17]=1. (6) Given the reactants [CH3:1][O:2][C:3]1[CH:4]=[C:5]2[C:10](=[CH:11][C:12]=1[O:13][CH3:14])[N:9]=[CH:8][CH:7]=[C:6]2[O:15][C:16]1[CH:22]=[CH:21][C:19]([NH2:20])=[CH:18][CH:17]=1.ClC(Cl)(O[C:27](=[O:33])OC(Cl)(Cl)Cl)Cl.[NH2:35][N:36]1[CH2:42][CH2:41][CH2:40][CH2:39][CH2:38][CH2:37]1.C(=O)(O)[O-].[Na+], predict the reaction product. The product is: [CH3:1][O:2][C:3]1[CH:4]=[C:5]2[C:10](=[CH:11][C:12]=1[O:13][CH3:14])[N:9]=[CH:8][CH:7]=[C:6]2[O:15][C:16]1[CH:22]=[CH:21][C:19]([NH:20][C:27]([NH:35][N:36]2[CH2:42][CH2:41][CH2:40][CH2:39][CH2:38][CH2:37]2)=[O:33])=[CH:18][CH:17]=1. (7) Given the reactants [F:1][C:2]1[CH:7]=[C:6]([F:8])[CH:5]=[CH:4][C:3]=1[CH2:9][CH2:10][C:11]([OH:13])=O.CC(C)(C)C(Cl)=O.[Li+].[Cl-].[CH3:23][C@H:24]1[C@@H:28]([C:29]2[CH:34]=[CH:33][CH:32]=[CH:31][CH:30]=2)[O:27][C:26](=[O:35])[NH:25]1, predict the reaction product. The product is: [F:1][C:2]1[CH:7]=[C:6]([F:8])[CH:5]=[CH:4][C:3]=1[CH2:9][CH2:10][C:11]([N:25]1[C@H:24]([CH3:23])[C@H:28]([C:29]2[CH:34]=[CH:33][CH:32]=[CH:31][CH:30]=2)[O:27][C:26]1=[O:35])=[O:13]. (8) Given the reactants [CH:1]1([C:7]2[CH:8]=[C:9]3[C:16]4([CH2:18][O:19][CH3:20])[CH2:17][CH:12]([CH2:13][NH:14][CH2:15]4)[CH2:11][N:10]3[C:21](=[O:23])[CH:22]=2)[CH2:6][CH2:5][CH2:4][CH2:3][CH2:2]1.[Br-].[CH3:25][CH2:26][CH2:27][CH2:28][CH3:29], predict the reaction product. The product is: [CH:1]1([C:7]2[CH:8]=[C:9]3[C:16]4([CH2:18][O:19][CH3:20])[CH2:17][CH:12]([CH2:13][N:14]([CH2:25][CH2:26][CH2:27][CH2:28][CH3:29])[CH2:15]4)[CH2:11][N:10]3[C:21](=[O:23])[CH:22]=2)[CH2:2][CH2:3][CH2:4][CH2:5][CH2:6]1. (9) The product is: [Br:33][C:3]1[CH:4]=[C:5]([CH:31]=[CH:32][C:2]=1[N:1]=[C:40]1[S:39][S:38][N:37]=[C:36]1[Cl:35])[C:6]([NH:8][C:9]1[C:14]([CH3:15])=[CH:13][C:12]([C:16]([F:28])([C:21]([F:26])([F:27])[C:22]([F:23])([F:24])[F:25])[C:17]([F:19])([F:20])[F:18])=[CH:11][C:10]=1[CH2:29][CH3:30])=[O:7]. Given the reactants [NH2:1][C:2]1[CH:32]=[CH:31][C:5]([C:6]([NH:8][C:9]2[C:14]([CH3:15])=[CH:13][C:12]([C:16]([F:28])([C:21]([F:27])([F:26])[C:22]([F:25])([F:24])[F:23])[C:17]([F:20])([F:19])[F:18])=[CH:11][C:10]=2[CH2:29][CH3:30])=[O:7])=[CH:4][C:3]=1[Br:33].[Cl-].[Cl:35][C:36]1[C:40](Cl)=[S+:39][S:38][N:37]=1.N1C=CC=CC=1, predict the reaction product.